From a dataset of Forward reaction prediction with 1.9M reactions from USPTO patents (1976-2016). Predict the product of the given reaction. (1) Given the reactants [CH2:1]([O:5][C:6]1[C:7]2[CH:14]=[CH:13][NH:12][C:8]=2[N:9]=[CH:10][N:11]=1)[CH:2]([CH3:4])[CH3:3].ClC1C2C(OCC(C)C)=NC=NC=2NC=1.[I:30]N1C(=O)CCC1=O, predict the reaction product. The product is: [I:30][C:14]1[C:7]2[C:6]([O:5][CH2:1][CH:2]([CH3:4])[CH3:3])=[N:11][CH:10]=[N:9][C:8]=2[NH:12][CH:13]=1. (2) Given the reactants N[C:2]1[CH:3]=[C:4]([CH:8]=[C:9]([C:11]([O:13][CH3:14])=[O:12])[CH:10]=1)[C:5]([OH:7])=[O:6].N([O-])=O.[Na+].[BrH:19], predict the reaction product. The product is: [Br:19][C:2]1[CH:3]=[C:4]([CH:8]=[C:9]([C:11]([O:13][CH3:14])=[O:12])[CH:10]=1)[C:5]([OH:7])=[O:6]. (3) Given the reactants Br[C:2]1[CH:11]=[CH:10][CH:9]=[C:8]2[C:3]=1[CH:4]=[CH:5][C:6]([S:12]([N:15](CC1C=CC(OC)=CC=1OC)[C:16]1[S:20][N:19]=[CH:18][N:17]=1)(=[O:14])=[O:13])=[CH:7]2.C(=O)([O-])[O-].[K+].[K+].[C:38]([C:40]1[CH:45]=[C:44]([C:46]([F:49])([F:48])[F:47])[CH:43]=[CH:42][C:41]=1B(O)O)#[N:39].O1CCOCC1, predict the reaction product. The product is: [C:38]([C:40]1[CH:45]=[C:44]([C:46]([F:47])([F:48])[F:49])[CH:43]=[CH:42][C:41]=1[C:2]1[CH:11]=[CH:10][CH:9]=[C:8]2[C:3]=1[CH:4]=[CH:5][C:6]([S:12]([NH:15][C:16]1[S:20][N:19]=[CH:18][N:17]=1)(=[O:14])=[O:13])=[CH:7]2)#[N:39]. (4) Given the reactants [N:1]1([C:6]2[CH:14]=[CH:13][C:9]([C:10]([OH:12])=O)=[CH:8][CH:7]=2)[CH:5]=[CH:4][CH:3]=[CH:2]1.CN(C(ON1N=NC2C=CC=NC1=2)=[N+](C)C)C.F[P-](F)(F)(F)(F)F.C(N(C(C)C)CC)(C)C.Cl.[CH2:49]([O:52][C@@H:53]1[CH2:58][CH2:57][CH2:56][N:55]([CH2:59][C@@H:60]2[CH2:65][CH2:64][CH2:63][CH2:62][C@H:61]2[NH2:66])[CH2:54]1)[CH:50]=[CH2:51].Cl.C(O[C@@H]1CCCN(C[C@H]2CCCC[C@@H]2N)C1)C=C, predict the reaction product. The product is: [CH2:49]([O:52][C@@H:53]1[CH2:58][CH2:57][CH2:56][N:55]([CH2:59][C@H:60]2[CH2:65][CH2:64][CH2:63][CH2:62][C@@H:61]2[NH:66][C:10](=[O:12])[C:9]2[CH:8]=[CH:7][C:6]([N:1]3[CH:2]=[CH:3][CH:4]=[CH:5]3)=[CH:14][CH:13]=2)[CH2:54]1)[CH:50]=[CH2:51]. (5) Given the reactants [Cl:1][C:2]1[CH:20]=[CH:19][C:5]2[N:6]([CH3:18])[C:7](=[O:17])[CH2:8][N:9]=[C:10]([C:11]3[CH:16]=[CH:15][CH:14]=[CH:13][CH:12]=3)[C:4]=2[CH:3]=1.[Br:21][C:22]1[CH:32]=[CH:31][C:25]([O:26][CH2:27][C:28](O)=[O:29])=[CH:24][CH:23]=1, predict the reaction product. The product is: [Br:21][C:22]1[CH:32]=[CH:31][C:25]([O:26][C@H:27]2[C@:10]3([C:11]4[CH:16]=[CH:15][CH:14]=[CH:13][CH:12]=4)[C:4]4[CH:3]=[C:2]([Cl:1])[CH:20]=[CH:19][C:5]=4[N:6]([CH3:18])[C:7](=[O:17])[CH2:8][N:9]3[C:28]2=[O:29])=[CH:24][CH:23]=1. (6) The product is: [CH3:54][C:53]([NH:62][C:43]([C:42]1[CH:47]=[CH:48][CH:49]=[C:40]([C:9]2[C:10]3[C:15](=[CH:14][CH:13]=[C:12]([C:16]4[N:20]=[CH:19][N:18]([C:21]([C:22]5[CH:23]=[CH:24][CH:25]=[CH:26][CH:27]=5)([C:28]5[CH:33]=[CH:32][CH:31]=[CH:30][CH:29]=5)[C:34]5[CH:35]=[CH:36][CH:37]=[CH:38][CH:39]=5)[N:17]=4)[CH:11]=3)[N:7]([CH:2]3[CH2:3][CH2:4][CH2:5][CH2:6][O:1]3)[N:8]=2)[CH:41]=1)=[O:44])([C:56]1[CH:61]=[CH:60][CH:59]=[CH:58][CH:57]=1)[CH3:55]. Given the reactants [O:1]1[CH2:6][CH2:5][CH2:4][CH2:3][CH:2]1[N:7]1[C:15]2[C:10](=[CH:11][C:12]([C:16]3[N:20]=[CH:19][N:18]([C:21]([C:34]4[CH:39]=[CH:38][CH:37]=[CH:36][CH:35]=4)([C:28]4[CH:33]=[CH:32][CH:31]=[CH:30][CH:29]=4)[C:22]4[CH:27]=[CH:26][CH:25]=[CH:24][CH:23]=4)[N:17]=3)=[CH:13][CH:14]=2)[C:9]([C:40]2[CH:41]=[C:42]([CH:47]=[CH:48][CH:49]=2)[C:43](OC)=[O:44])=[N:8]1.O.[OH-].[Li+].[C:53]([NH2:62])([C:56]1[CH:61]=[CH:60][CH:59]=[CH:58][CH:57]=1)([CH3:55])[CH3:54].O.ON1C2C=CC=CC=2N=N1.Cl.CN(C)CCCN=C=NCC, predict the reaction product. (7) Given the reactants Cl[CH:2]1[N:7]([N+:8]([O-:10])=[O:9])[CH:6]=[CH:5][C:4](Cl)=[N:3]1.[CH3:12][C:13]1[CH:14]=[CH:15][C:16]([NH2:19])=[CH:17][CH:18]=1.CC[N:22]([CH:26]([CH3:28])[CH3:27])C(C)C, predict the reaction product. The product is: [C:13]1([CH3:12])[CH:18]=[CH:17][C:16]([NH:19][CH:2]2[N:7]([N+:8]([O-:10])=[O:9])[CH:6]=[CH:5][C:4]([NH:22][C:26]3[CH:27]=[CH:18][C:13]([CH3:14])=[CH:12][CH:28]=3)=[N:3]2)=[CH:15][CH:14]=1. (8) Given the reactants [Br:1][C:2]1[CH:7]=[CH:6][C:5]([S:8](Cl)(=O)=O)=[C:4]([C:12]([F:15])([F:14])[F:13])[CH:3]=1.C1(P(C2C=CC=CC=2)C2C=CC=CC=2)C=CC=CC=1.O.C(O)(=O)CC(CC(O)=O)(C(O)=O)O, predict the reaction product. The product is: [Br:1][C:2]1[CH:7]=[CH:6][C:5]([SH:8])=[C:4]([C:12]([F:15])([F:13])[F:14])[CH:3]=1.